Dataset: Reaction yield outcomes from USPTO patents with 853,638 reactions. Task: Predict the reaction yield, written as a fraction of the theoretical maximum amount of product (1.0 means a 100% yield; for example, 0.34 means a 34% yield). (1) The reactants are [CH2:1]([NH:3][C@:4]12[CH2:39][CH2:38][C@@H:37]([C:40]([CH3:42])=[CH2:41])[C@@H:5]1[C@@H:6]1[C@@:19]([CH3:22])([CH2:20][CH2:21]2)[C@@:18]2([CH3:23])[C@@H:9]([C@:10]3([CH3:36])[C@@H:15]([CH2:16][CH2:17]2)[C:14]([CH3:25])([CH3:24])[C:13]([C:26]2[CH:35]=[CH:34][C:29]([C:30]([O:32]C)=[O:31])=[CH:28][CH:27]=2)=[CH:12][CH2:11]3)[CH2:8][CH2:7]1)[CH3:2].[OH-].[Na+]. The catalyst is O1CCOCC1.CO. The product is [CH2:1]([NH:3][C@:4]12[CH2:39][CH2:38][C@@H:37]([C:40]([CH3:42])=[CH2:41])[C@@H:5]1[C@@H:6]1[C@@:19]([CH3:22])([CH2:20][CH2:21]2)[C@@:18]2([CH3:23])[C@@H:9]([C@:10]3([CH3:36])[C@@H:15]([CH2:16][CH2:17]2)[C:14]([CH3:25])([CH3:24])[C:13]([C:26]2[CH:27]=[CH:28][C:29]([C:30]([OH:32])=[O:31])=[CH:34][CH:35]=2)=[CH:12][CH2:11]3)[CH2:8][CH2:7]1)[CH3:2]. The yield is 0.612. (2) The catalyst is CO.O1CCCC1.O. The product is [Cl:30][C:7]1[CH:8]=[C:9]2[C:14](=[C:5]([C:3]([OH:4])=[O:2])[CH:6]=1)[NH:13][CH:12]([C:15]1[CH:20]=[CH:19][CH:18]=[C:17]([N:21]3[CH2:26][CH2:25][N:24]([CH3:27])[CH2:23][CH2:22]3)[CH:16]=1)[C:11]([CH3:29])([CH3:28])[CH2:10]2. The reactants are C[O:2][C:3]([C:5]1[CH:6]=[C:7]([Cl:30])[CH:8]=[C:9]2[C:14]=1[NH:13][CH:12]([C:15]1[CH:20]=[CH:19][CH:18]=[C:17]([N:21]3[CH2:26][CH2:25][N:24]([CH3:27])[CH2:23][CH2:22]3)[CH:16]=1)[C:11]([CH3:29])([CH3:28])[CH2:10]2)=[O:4].[OH-].[Na+].Cl. The yield is 0.900. (3) The reactants are [Cl:1][C:2]1[CH:7]=[CH:6][C:5]([C:8](=O)[CH2:9][N:10]2[C:15](=[O:16])[CH:14]=[CH:13][CH:12]=[C:11]2[C:17]([OH:19])=O)=[CH:4][CH:3]=1.[CH2:21]([NH2:24])[CH2:22][NH2:23]. The catalyst is ClCCCl.O. The product is [Cl:1][C:2]1[CH:3]=[CH:4][C:5]([C:8]23[NH:24][CH2:21][CH2:22][N:23]2[C:17](=[O:19])[C:11]2[N:10]([C:15](=[O:16])[CH:14]=[CH:13][CH:12]=2)[CH2:9]3)=[CH:6][CH:7]=1. The yield is 0.920. (4) The reactants are [CH3:1][O:2][C:3](=[O:20])[C:4]1[CH:9]=[C:8]([S:10][CH3:11])[CH:7]=[C:6]([NH:12]C(OC(C)(C)C)=O)[CH:5]=1.[ClH:21]. The catalyst is O1CCOCC1. The product is [ClH:21].[CH3:1][O:2][C:3](=[O:20])[C:4]1[CH:9]=[C:8]([S:10][CH3:11])[CH:7]=[C:6]([NH2:12])[CH:5]=1. The yield is 0.520. (5) The reactants are S1C=CN=C1.N1C2C(=CC=CC=2)C=C1.[NH:15]1[C:23]2[C:18](=[CH:19][CH:20]=[CH:21][CH:22]=2)[C:17]([CH2:24][C:25]([OH:27])=[O:26])=[CH:16]1.N1C2C(=CC=CC=2)CC1.C(O)(C(F)(F)F)=O.[O:44]=[CH:45][C@@H:46]([C@H:48]([C@@H:50]([C@@H:52]([CH2:54][OH:55])[OH:53])[OH:51])[OH:49])O.C(OC(=O)C)(=O)C. The catalyst is CO.N1C=CC=CC=1. The product is [C@@H:54]1([N:15]2[C:23]3[C:18](=[CH:19][CH:20]=[CH:21][CH:22]=3)[C:17]([CH2:24][C:25]([OH:27])=[O:26])=[CH:16]2)[O:55][C@H:46]([CH2:45][OH:44])[C@@H:48]([OH:49])[C@H:50]([OH:51])[C@H:52]1[OH:53]. The yield is 0.400. (6) The reactants are [F:1][C:2]1[CH:3]=[C:4]([C:12]2[C:20]3[CH2:19][CH2:18][CH2:17][C:16]=3[CH:15]=[N:14][CH:13]=2)[CH:5]=[CH:6][C:7]=1[C:8]([F:11])([F:10])[F:9].C(=O)(O)[O-:22].[Na+].C(OO)(C)(C)C. The catalyst is ClCCl. The product is [F:1][C:2]1[CH:3]=[C:4]([C:12]2[C:20]3[CH2:19][CH2:18][C:17](=[O:22])[C:16]=3[CH:15]=[N:14][CH:13]=2)[CH:5]=[CH:6][C:7]=1[C:8]([F:11])([F:9])[F:10]. The yield is 0.190.